This data is from Reaction yield outcomes from USPTO patents with 853,638 reactions. The task is: Predict the reaction yield, written as a fraction of the theoretical maximum amount of product (1.0 means a 100% yield; for example, 0.34 means a 34% yield). (1) The reactants are Cl[C:2]1[C:3](=[O:18])[N:4]([CH:15]([CH3:17])[CH3:16])[S:5](=[O:14])(=[O:13])[C:6]=1[C:7]1[CH:12]=[CH:11][CH:10]=[CH:9][CH:8]=1.[O:19]([CH2:26][CH2:27][NH2:28])[C:20]1[CH:25]=[CH:24][CH:23]=[CH:22][CH:21]=1. The catalyst is CC#N. The product is [CH:15]([N:4]1[C:3](=[O:18])[C:2]([NH:28][CH2:27][CH2:26][O:19][C:20]2[CH:25]=[CH:24][CH:23]=[CH:22][CH:21]=2)=[C:6]([C:7]2[CH:12]=[CH:11][CH:10]=[CH:9][CH:8]=2)[S:5]1(=[O:14])=[O:13])([CH3:17])[CH3:16]. The yield is 0.970. (2) The reactants are [CH3:1][O:2][C:3]([C:5]1([C:8]2[CH:13]=[CH:12][C:11]([O:14][CH2:15][CH2:16][C:17]([OH:19])=O)=[CH:10][CH:9]=2)[CH2:7][CH2:6]1)=[O:4].C(Cl)(=O)C(Cl)=O. The catalyst is C(Cl)Cl.CN(C=O)C. The product is [O:19]=[C:17]1[C:10]2[C:11](=[CH:12][CH:13]=[C:8]([C:5]3([C:3]([OH:2])=[O:4])[CH2:6][CH2:7]3)[CH:9]=2)[O:14][CH2:15][CH2:16]1.[O:19]=[C:17]1[C:10]2[C:11](=[CH:12][CH:13]=[C:8]([C:5]3([C:3]([O:2][CH3:1])=[O:4])[CH2:6][CH2:7]3)[CH:9]=2)[O:14][CH2:15][CH2:16]1. The yield is 0.190. (3) The reactants are [CH3:1][N:2]1[C@@H:19]2[CH2:20][C:7]3[CH:8]=[CH:9][C:10]([O:21][CH3:22])=[C:11]4[O:12][C@H:13]5[C:14]([CH2:16][CH2:17][C@@H:18]2[C@:5]5([C:6]=34)[CH2:4][CH2:3]1)=[O:15].[Li]N([Si](C)(C)C)[Si](C)(C)C.[O:33]1CCCC1. No catalyst specified. The product is [C:11]([O-:33])(=[O:12])[C:6]1[CH:7]=[CH:20][CH:19]=[CH:18][CH:5]=1.[CH3:1][N:2]1[C@@H:19]2[CH2:20][C:7]3[CH:8]=[CH:9][C:10]([O:21][CH3:22])=[C:11]4[O:12][C@H:13]5[C:14]([CH2:16][CH2:17][C@@H:18]2[C@:5]5([C:6]=34)[CH2:4][CH2:3]1)=[O:15]. The yield is 0.420. (4) The reactants are [F:1][C:2]1[CH:3]=[C:4]([NH2:24])[CH:5]=[CH:6][C:7]=1[O:8][C:9]1[C:10]2[NH:17][C:16]([C:18]3[CH:23]=[CH:22][CH:21]=[CH:20][CH:19]=3)=[CH:15][C:11]=2[N:12]=[CH:13][N:14]=1.[C:25]1([CH2:31][C:32]([N:34]=[C:35]=[S:36])=[O:33])[CH:30]=[CH:29][CH:28]=[CH:27][CH:26]=1. The catalyst is C1COCC1. The product is [F:1][C:2]1[CH:3]=[C:4]([NH:24][C:35]([NH:34][C:32](=[O:33])[CH2:31][C:25]2[CH:26]=[CH:27][CH:28]=[CH:29][CH:30]=2)=[S:36])[CH:5]=[CH:6][C:7]=1[O:8][C:9]1[C:10]2[NH:17][C:16]([C:18]3[CH:23]=[CH:22][CH:21]=[CH:20][CH:19]=3)=[CH:15][C:11]=2[N:12]=[CH:13][N:14]=1. The yield is 0.720.